Dataset: Forward reaction prediction with 1.9M reactions from USPTO patents (1976-2016). Task: Predict the product of the given reaction. (1) Given the reactants Cl[C:2]1[C:11]2[C:6](=[C:7]([NH:12][S:13]([C:16]3[CH:21]=[CH:20][CH:19]=[CH:18][CH:17]=3)(=[O:15])=[O:14])[CH:8]=[CH:9][CH:10]=2)[N:5]=[CH:4][CH:3]=1.[CH3:22][NH:23][CH3:24], predict the reaction product. The product is: [CH3:22][N:23]([CH3:24])[C:2]1[C:11]2[C:6](=[C:7]([NH:12][S:13]([C:16]3[CH:21]=[CH:20][CH:19]=[CH:18][CH:17]=3)(=[O:15])=[O:14])[CH:8]=[CH:9][CH:10]=2)[N:5]=[CH:4][CH:3]=1. (2) Given the reactants C([O:5][C:6](=[O:43])[CH2:7][N:8]1[C:16]2[C:11](=[CH:12][C:13]([F:17])=[CH:14][CH:15]=2)[C:10]([C:18]2[C:23]3[CH:24]=[CH:25][CH:26]=[CH:27][C:22]=3[S:21](=[O:29])(=[O:28])[N:20]([CH2:30][C:31]3[CH:36]=[CH:35][C:34]([O:37][C:38]([F:41])([F:40])[F:39])=[CH:33][CH:32]=3)[N:19]=2)=[C:9]1[CH3:42])(C)(C)C.C(O)(C(F)(F)F)=O, predict the reaction product. The product is: [F:40][C:38]([F:39])([F:41])[O:37][C:34]1[CH:35]=[CH:36][C:31]([CH2:30][N:20]2[N:19]=[C:18]([C:10]3[C:11]4[C:16](=[CH:15][CH:14]=[C:13]([F:17])[CH:12]=4)[N:8]([CH2:7][C:6]([OH:43])=[O:5])[C:9]=3[CH3:42])[C:23]3[CH:24]=[CH:25][CH:26]=[CH:27][C:22]=3[S:21]2(=[O:28])=[O:29])=[CH:32][CH:33]=1.